From a dataset of Reaction yield outcomes from USPTO patents with 853,638 reactions. Predict the reaction yield, written as a fraction of the theoretical maximum amount of product (1.0 means a 100% yield; for example, 0.34 means a 34% yield). (1) The reactants are Cl[CH2:2][CH2:3][CH2:4][CH2:5][CH:6]([C:18]1[NH:22][N:21]=[C:20]([NH:23][C:24]2[CH:29]=[C:28]([O:30][CH3:31])[C:27]([N:32]3[CH:36]=[N:35][C:34]([CH3:37])=[N:33]3)=[CH:26][C:25]=2[F:38])[N:19]=1)[C:7]1[CH:12]=[CH:11][C:10]([O:13][C:14]([F:17])([F:16])[F:15])=[CH:9][CH:8]=1.[I-].[Na+]. The catalyst is CC(C)=O. The product is [F:38][C:25]1[CH:26]=[C:27]([N:32]2[CH:36]=[N:35][C:34]([CH3:37])=[N:33]2)[C:28]([O:30][CH3:31])=[CH:29][C:24]=1[NH:23][C:20]1[N:19]=[C:18]2[CH:6]([C:7]3[CH:12]=[CH:11][C:10]([O:13][C:14]([F:17])([F:16])[F:15])=[CH:9][CH:8]=3)[CH2:5][CH2:4][CH2:3][CH2:2][N:22]2[N:21]=1. The yield is 0.520. (2) The reactants are [F:1][C:2]1[CH:7]=[C:6]([I:8])[CH:5]=[CH:4][C:3]=1[NH:9][C:10]1[C:11]([C:15]([O:17]C)=[O:16])=[CH:12][S:13][CH:14]=1.[OH-].[Li+]. The catalyst is O1CCCC1.CO.O. The product is [F:1][C:2]1[CH:7]=[C:6]([I:8])[CH:5]=[CH:4][C:3]=1[NH:9][C:10]1[C:11]([C:15]([OH:17])=[O:16])=[CH:12][S:13][CH:14]=1. The yield is 0.790. (3) The reactants are C(=O)([O-])[O-].[Cs+].[Cs+].C1C=CC(P([C:33]2[C:34](C3C(P(C4C=CC=CC=4)C4C=CC=CC=4)=C[CH:37]=[C:36]4[C:31]=3[CH:32]=[CH:33][CH:34]=[CH:35]4)=[C:35]3[C:36]([CH:37]=CC=C3)=[CH:31][CH:32]=2)C2C=CC=CC=2)=CC=1.[Si:53]([O:60][CH2:61][C@H:62]1[CH2:66][CH2:65][CH2:64][NH:63]1)([C:56]([CH3:59])([CH3:58])[CH3:57])([CH3:55])[CH3:54].BrC1C=C(C)C=CC=1. The catalyst is O1CCOCC1.CCCCCC.C([O-])(=O)C.[Pd+2].C([O-])(=O)C.CCOC(C)=O. The product is [Si:53]([O:60][CH2:61][C@H:62]1[CH2:66][CH2:65][CH2:64][N:63]1[C:34]1[CH:33]=[CH:32][CH:31]=[C:36]([CH3:37])[CH:35]=1)([C:56]([CH3:59])([CH3:58])[CH3:57])([CH3:55])[CH3:54]. The yield is 0.770. (4) The reactants are Cl[C:2]1[N:10]=[C:9]2[C:5]([N:6]=[C:7]([CH2:12][N:13]3[CH2:18][CH2:17][CH:16]([CH:19]4[CH2:22][O:21][CH2:20]4)[CH2:15][CH2:14]3)[N:8]2[CH3:11])=[C:4]([N:23]2[CH2:28][CH2:27][O:26][CH2:25][CH2:24]2)[N:3]=1.[CH3:29][C:30]1[NH:34][C:33]2[CH:35]=[CH:36][CH:37]=[CH:38][C:32]=2[N:31]=1.CC(C1C=C(C(C)C)C(C2C=CC=CC=2P(C2CCCCC2)C2CCCCC2)=C(C(C)C)C=1)C.C(=O)([O-])[O-].[Cs+].[Cs+]. The catalyst is CN(C=O)C.C1C=CC(/C=C/C(/C=C/C2C=CC=CC=2)=O)=CC=1.C1C=CC(/C=C/C(/C=C/C2C=CC=CC=2)=O)=CC=1.C1C=CC(/C=C/C(/C=C/C2C=CC=CC=2)=O)=CC=1.[Pd].[Pd]. The product is [CH3:11][N:8]1[C:7]([CH2:12][N:13]2[CH2:14][CH2:15][CH:16]([CH:19]3[CH2:22][O:21][CH2:20]3)[CH2:17][CH2:18]2)=[N:6][C:5]2[C:9]1=[N:10][C:2]([N:31]1[C:32]3[CH:38]=[CH:37][CH:36]=[CH:35][C:33]=3[N:34]=[C:30]1[CH3:29])=[N:3][C:4]=2[N:23]1[CH2:28][CH2:27][O:26][CH2:25][CH2:24]1. The yield is 0.230. (5) The reactants are [N:1]1([C:7]2[N:12]3[N:13]=[C:14]([C:16]4[CH:21]=[CH:20][CH:19]=[CH:18][CH:17]=4)[CH:15]=[C:11]3[N:10]=[C:9]([NH:22][NH2:23])[CH:8]=2)[CH2:6][CH2:5][O:4][CH2:3][CH2:2]1.[CH3:24][O:25][C:26]1[S:27][C:28]2[C:29](=[C:31]([CH:35]=O)[CH:32]=[CH:33][CH:34]=2)[N:30]=1. The catalyst is C(O)C. The product is [CH3:24][O:25][C:26]1[S:27][C:28]2[CH:34]=[CH:33][CH:32]=[C:31]([CH:35]=[N:23][NH:22][C:9]3[CH:8]=[C:7]([N:1]4[CH2:6][CH2:5][O:4][CH2:3][CH2:2]4)[N:12]4[N:13]=[C:14]([C:16]5[CH:21]=[CH:20][CH:19]=[CH:18][CH:17]=5)[CH:15]=[C:11]4[N:10]=3)[C:29]=2[N:30]=1. The yield is 0.850.